The task is: Predict the reaction yield, written as a fraction of the theoretical maximum amount of product (1.0 means a 100% yield; for example, 0.34 means a 34% yield).. This data is from Reaction yield outcomes from USPTO patents with 853,638 reactions. (1) The reactants are [CH2:1]([O:3][P:4]([CH:9]=[CH:10][CH:11]1[CH2:15][CH:14](C(=O)C2C=CC=CC=2)[CH:13](C(=O)C2C=CC=CC=2)[O:12]1)(=[O:8])[O:5][CH2:6][CH3:7])[CH3:2].[N:32]1[C:40]([NH2:41])=[C:39]2[C:35]([N:36]=[CH:37][NH:38]2)=[N:34][CH:33]=1.Cl[Sn](Cl)(Cl)Cl.[C:47]([O-:50])(O)=[O:48].[Na+].[CH3:52][C:53]#N. The catalyst is O. The product is [NH2:41][C:40]1[N:32]=[CH:33][N:34]=[C:35]2[C:39]=1[N:38]=[CH:37][N:36]2[CH:13]1[CH:14]([O:50][C:47](=[O:48])[C:53]2[CH:52]=[CH:15][CH:11]=[CH:10][CH:9]=2)[CH2:15][CH:11]([CH:10]=[CH:9][P:4]([O:3][CH2:1][CH3:2])([O:5][CH2:6][CH3:7])=[O:8])[O:12]1. The yield is 0.480. (2) The reactants are [I:1][C:2]1[CH:3]=[N:4][NH:5][CH:6]=1.C([O-])([O-])=O.[Cs+].[Cs+].CN(C=O)C.Br[CH2:19][CH2:20][O:21][CH:22]1[CH2:27][CH2:26][CH2:25][CH2:24][O:23]1. The catalyst is O.CCOC(C)=O. The product is [I:1][C:2]1[CH:3]=[N:4][N:5]([CH2:19][CH2:20][O:21][CH:22]2[CH2:27][CH2:26][CH2:25][CH2:24][O:23]2)[CH:6]=1. The yield is 0.870. (3) The reactants are [F:1][C:2]1[CH:3]=[C:4]([CH:42]=[CH:43][CH:44]=1)[CH2:5][N:6]1[C:10]([CH3:11])=[C:9]([C:12]2[C:20]3[C:15](=[N:16][CH:17]=[C:18]([C:21]4[CH:22]=[C:23]([CH:38]=[CH:39][CH:40]=4)[CH2:24][CH:25]4[CH2:30][CH2:29][N:28](C(OC(C)(C)C)=O)[CH2:27][CH2:26]4)[CH:19]=3)[NH:14][CH:13]=2)[C:8]([CH3:41])=[N:7]1. The catalyst is Cl.CO. The product is [F:1][C:2]1[CH:3]=[C:4]([CH:42]=[CH:43][CH:44]=1)[CH2:5][N:6]1[C:10]([CH3:11])=[C:9]([C:12]2[C:20]3[C:15](=[N:16][CH:17]=[C:18]([C:21]4[CH:40]=[CH:39][CH:38]=[C:23]([CH2:24][CH:25]5[CH2:30][CH2:29][NH:28][CH2:27][CH2:26]5)[CH:22]=4)[CH:19]=3)[NH:14][CH:13]=2)[C:8]([CH3:41])=[N:7]1. The yield is 0.406. (4) The reactants are [C:1]([O:4][C@@H:5]1[C@@H:10]([O:11][C:12](=[O:14])[CH3:13])[C@H:9]([O:15][C:16](=[O:18])[CH3:17])[CH2:8][S:7][CH:6]1Br)(=[O:3])[CH3:2].[OH:20][C:21]1[C:26]2[N:27]=[CH:28][O:29][C:25]=2[CH:24]=[CH:23][CH:22]=1. No catalyst specified. The product is [C:1]([O:4][C@@H:5]1[C@@H:10]([O:11][C:12](=[O:14])[CH3:13])[C@H:9]([O:15][C:16](=[O:18])[CH3:17])[CH2:8][S:7][C@H:6]1[O:20][C:21]1[C:26]2[N:27]=[CH:28][O:29][C:25]=2[CH:24]=[CH:23][CH:22]=1)(=[O:3])[CH3:2]. The yield is 0.410.